Dataset: M1 muscarinic receptor antagonist screen with 61,756 compounds. Task: Binary Classification. Given a drug SMILES string, predict its activity (active/inactive) in a high-throughput screening assay against a specified biological target. (1) The drug is Clc1c(CNC(=O)C2CCN(S(=O)(=O)c3cc4c(NC(=O)CC4)cc3)CC2)cccc1. The result is 0 (inactive). (2) The molecule is Brc1cc2c([nH]c3nc(SCCN4CCOCC4)nnc23)cc1. The result is 0 (inactive).